Task: Predict the reactants needed to synthesize the given product.. Dataset: Full USPTO retrosynthesis dataset with 1.9M reactions from patents (1976-2016) Given the product [CH3:1][O:2][C:3]1[CH:8]=[CH:7][CH:6]=[CH:5][C:4]=1[O:9][CH2:17][CH:19]1[O:21][CH2:20]1, predict the reactants needed to synthesize it. The reactants are: [CH3:1][O:2][C:3]1[CH:8]=[CH:7][CH:6]=[CH:5][C:4]=1[OH:9].[OH-].[Na+].C(=O)(O)[O-].[Na+].[CH2:17]([CH:19]1[O:21][CH2:20]1)Cl.